Task: Regression. Given two drug SMILES strings and cell line genomic features, predict the synergy score measuring deviation from expected non-interaction effect.. Dataset: Merck oncology drug combination screen with 23,052 pairs across 39 cell lines (1) Drug 1: CN(Cc1cnc2nc(N)nc(N)c2n1)c1ccc(C(=O)NC(CCC(=O)O)C(=O)O)cc1. Drug 2: N#Cc1ccc(Cn2cncc2CN2CCN(c3cccc(Cl)c3)C(=O)C2)cc1. Cell line: KPL1. Synergy scores: synergy=-17.6. (2) Cell line: A2780. Synergy scores: synergy=-5.60. Drug 1: CN(Cc1cnc2nc(N)nc(N)c2n1)c1ccc(C(=O)NC(CCC(=O)O)C(=O)O)cc1. Drug 2: N#Cc1ccc(Cn2cncc2CN2CCN(c3cccc(Cl)c3)C(=O)C2)cc1. (3) Drug 1: CC(=O)OC1C(=O)C2(C)C(O)CC3OCC3(OC(C)=O)C2C(OC(=O)c2ccccc2)C2(O)CC(OC(=O)C(O)C(NC(=O)c3ccccc3)c3ccccc3)C(C)=C1C2(C)C. Drug 2: Cn1cc(-c2cnn3c(N)c(Br)c(C4CCCNC4)nc23)cn1. Cell line: HT29. Synergy scores: synergy=-3.22. (4) Drug 1: CCC1=CC2CN(C1)Cc1c([nH]c3ccccc13)C(C(=O)OC)(c1cc3c(cc1OC)N(C)C1C(O)(C(=O)OC)C(OC(C)=O)C4(CC)C=CCN5CCC31C54)C2. Drug 2: COC1CC2CCC(C)C(O)(O2)C(=O)C(=O)N2CCCCC2C(=O)OC(C(C)CC2CCC(OP(C)(C)=O)C(OC)C2)CC(=O)C(C)C=C(C)C(O)C(OC)C(=O)C(C)CC(C)C=CC=CC=C1C. Cell line: OV90. Synergy scores: synergy=57.7.